This data is from Peptide-MHC class I binding affinity with 185,985 pairs from IEDB/IMGT. The task is: Regression. Given a peptide amino acid sequence and an MHC pseudo amino acid sequence, predict their binding affinity value. This is MHC class I binding data. (1) The peptide sequence is FRLMRTNFL. The MHC is HLA-B58:01 with pseudo-sequence HLA-B58:01. The binding affinity (normalized) is 0.0847. (2) The peptide sequence is HLTPAQLSM. The binding affinity (normalized) is 0.472. The MHC is HLA-A02:01 with pseudo-sequence HLA-A02:01. (3) The peptide sequence is FSLPAQLL. The MHC is HLA-A29:02 with pseudo-sequence HLA-A29:02. The binding affinity (normalized) is 0.307. (4) The peptide sequence is TLTAAVLLLV. The MHC is HLA-A02:01 with pseudo-sequence HLA-A02:01. The binding affinity (normalized) is 0.521. (5) The peptide sequence is RWIAVPTW. The MHC is Mamu-B3901 with pseudo-sequence Mamu-B3901. The binding affinity (normalized) is 0.336. (6) The peptide sequence is WDDPWGEVLA. The MHC is Mamu-B01 with pseudo-sequence Mamu-B01. The binding affinity (normalized) is 0.000754. (7) The peptide sequence is SVHVGILPY. The MHC is HLA-A03:01 with pseudo-sequence HLA-A03:01. The binding affinity (normalized) is 0.508.